From a dataset of Full USPTO retrosynthesis dataset with 1.9M reactions from patents (1976-2016). Predict the reactants needed to synthesize the given product. (1) Given the product [F:15][C:16]1[CH:24]=[CH:23][CH:22]=[CH:21][C:17]=1[CH2:18][N:19]([CH3:20])[C:12](=[O:14])[CH2:11][CH2:10][CH2:9][S:8][C:5]1[CH:4]=[CH:3][C:2]([OH:1])=[CH:7][CH:6]=1, predict the reactants needed to synthesize it. The reactants are: [OH:1][C:2]1[CH:7]=[CH:6][C:5]([S:8][CH2:9][CH2:10][CH2:11][C:12]([OH:14])=O)=[CH:4][CH:3]=1.[F:15][C:16]1[CH:24]=[CH:23][CH:22]=[CH:21][C:17]=1[CH2:18][NH:19][CH3:20]. (2) Given the product [CH3:14][O:18][N:19]([CH3:20])[C:6]([C:3]1([C:2]([F:10])([F:9])[F:1])[CH2:5][CH2:4]1)=[O:7], predict the reactants needed to synthesize it. The reactants are: [F:1][C:2]([F:10])([F:9])[C:3]1([C:6](O)=[O:7])[CH2:5][CH2:4]1.CN([C:14]([O:18][N:19]1N=NC2C=CC=N[C:20]1=2)=[N+](C)C)C.F[P-](F)(F)(F)(F)F.C(N(CC)CC)C.Cl.CNOC. (3) Given the product [C:30]([NH:34][C:35]([N:4]1[CH2:5][CH2:6][N:1]([C:7]2[CH:8]=[CH:9][C:10]3[CH2:11][N:12]([C:18]([O:20][C:21]([CH3:24])([CH3:23])[CH3:22])=[O:19])[CH2:13][CH2:14][O:15][C:16]=3[N:17]=2)[CH2:2][CH2:3]1)=[O:36])([CH3:33])([CH3:32])[CH3:31], predict the reactants needed to synthesize it. The reactants are: [N:1]1([C:7]2[CH:8]=[CH:9][C:10]3[CH2:11][N:12]([C:18]([O:20][C:21]([CH3:24])([CH3:23])[CH3:22])=[O:19])[CH2:13][CH2:14][O:15][C:16]=3[N:17]=2)[CH2:6][CH2:5][NH:4][CH2:3][CH2:2]1.C(OCC)C.[C:30]([N:34]=[C:35]=[O:36])([CH3:33])([CH3:32])[CH3:31]. (4) The reactants are: [C:1]([O:5][C:6](=[O:18])[NH:7][C:8]1[C:9]([N+:15]([O-:17])=[O:16])=[N:10][C:11]([Br:14])=[CH:12][CH:13]=1)([CH3:4])([CH3:3])[CH3:2].[H-].[Na+].[CH3:21]I. Given the product [C:1]([O:5][C:6](=[O:18])[N:7]([C:8]1[C:9]([N+:15]([O-:17])=[O:16])=[N:10][C:11]([Br:14])=[CH:12][CH:13]=1)[CH3:21])([CH3:4])([CH3:2])[CH3:3], predict the reactants needed to synthesize it. (5) Given the product [BrH:2].[CH3:24][C:23]1[S:25][C:5]2[CH2:6][NH:7][CH:8]([CH3:10])[CH2:9][CH2:3][C:4]=2[N:26]=1.[BrH:13].[CH3:24][C:23]1[S:25][C:19]2[CH2:18][CH:17]([CH3:22])[NH:16][CH2:15][CH2:14][C:20]=2[N:26]=1, predict the reactants needed to synthesize it. The reactants are: Br.[Br:2][CH:3]1[CH2:9][CH:8]([CH3:10])[NH:7][CH2:6][CH2:5][C:4]1=O.Br.[Br:13][CH:14]1[C:20](=O)[CH2:19][CH2:18][CH:17]([CH3:22])[NH:16][CH2:15]1.[C:23]([NH2:26])(=[S:25])[CH3:24].